From a dataset of Peptide-MHC class I binding affinity with 185,985 pairs from IEDB/IMGT. Regression. Given a peptide amino acid sequence and an MHC pseudo amino acid sequence, predict their binding affinity value. This is MHC class I binding data. (1) The peptide sequence is CSHLFKGEI. The MHC is H-2-Kb with pseudo-sequence H-2-Kb. The binding affinity (normalized) is 0.531. (2) The peptide sequence is HSNLNDATY. The MHC is HLA-A02:03 with pseudo-sequence HLA-A02:03. The binding affinity (normalized) is 0.0847. (3) The peptide sequence is AVNKSNKPL. The MHC is HLA-A68:02 with pseudo-sequence HLA-A68:02. The binding affinity (normalized) is 0.188. (4) The peptide sequence is TAFTIPSI. The MHC is HLA-B42:01 with pseudo-sequence YYSEYRNIYAQTDESNLYLSYNYYTWAVDAYTWY. The binding affinity (normalized) is 0.272.